This data is from Reaction yield outcomes from USPTO patents with 853,638 reactions. The task is: Predict the reaction yield, written as a fraction of the theoretical maximum amount of product (1.0 means a 100% yield; for example, 0.34 means a 34% yield). (1) The reactants are FC(F)(F)S(O[C:7]1[CH:8]=[CH:9][C:10]2[C:11]([CH:25]=1)=[CH:12][CH:13]=[C:14]1[C:19]=2[O:18][CH2:17][C:16]2[CH:20]=[C:21]([Br:24])[CH:22]=[CH:23][C:15]1=2)(=O)=O.C([Sn](CCCC)(CCCC)[C:33]([O:35]CC)=[CH2:34])CCC.O.[Br:47]N1C(=O)CCC1=O. The catalyst is CN(C)C=O.ClCCl.C1C=CC(P(C2C=CC=CC=2)CCP(C2C=CC=CC=2)C2C=CC=CC=2)=CC=1.Cl[Pd]Cl. The product is [Br:47][CH2:35][C:33]([C:7]1[CH:8]=[CH:9][C:10]2[C:11]([CH:25]=1)=[CH:12][CH:13]=[C:14]1[C:19]=2[O:18][CH2:17][C:16]2[CH:20]=[C:21]([Br:24])[CH:22]=[CH:23][C:15]1=2)=[O:34]. The yield is 0.570. (2) The reactants are [Cl:1][C:2]1[N:11]=[C:10]([N:12]([C:14]2[CH:19]=[CH:18][C:17]([O:20]C)=[CH:16][CH:15]=2)[CH3:13])[C:9]2[C:4](=[CH:5][CH:6]=[CH:7][CH:8]=2)[N:3]=1.B(Br)(Br)Br. The catalyst is ClCCl.C(OCC)(=O)C. The product is [Cl:1][C:2]1[N:11]=[C:10]([N:12]([C:14]2[CH:15]=[CH:16][C:17]([OH:20])=[CH:18][CH:19]=2)[CH3:13])[C:9]2[C:4](=[CH:5][CH:6]=[CH:7][CH:8]=2)[N:3]=1. The yield is 0.570.